From a dataset of Forward reaction prediction with 1.9M reactions from USPTO patents (1976-2016). Predict the product of the given reaction. (1) Given the reactants [Br:1][C:2]1[CH:3]=[C:4]([CH3:11])[C:5]2[N:9]=[CH:8][NH:7][C:6]=2[CH:10]=1.[O:12]1[CH:17]=[CH:16][CH2:15][CH2:14][CH2:13]1.CS(O)(=O)=O, predict the reaction product. The product is: [Br:1][C:2]1[CH:3]=[C:4]([CH3:11])[C:5]2[N:9]=[CH:8][N:7]([CH:13]3[CH2:14][CH2:15][CH2:16][CH2:17][O:12]3)[C:6]=2[CH:10]=1. (2) Given the reactants [NH2:1][C:2]1[C:7]([N+:8]([O-:10])=[O:9])=[CH:6][CH:5]=[CH:4][C:3]=1[OH:11].[CH2:12](Br)[C:13]1[CH:18]=[CH:17][CH:16]=[CH:15][CH:14]=1.C([O-])([O-])=O.[K+].[K+], predict the reaction product. The product is: [CH2:12]([O:11][C:3]1[CH:4]=[CH:5][CH:6]=[C:7]([N+:8]([O-:10])=[O:9])[C:2]=1[NH2:1])[C:13]1[CH:18]=[CH:17][CH:16]=[CH:15][CH:14]=1. (3) Given the reactants [CH2:1]([N:3]1[C:7]2=[N:8][C:9]([CH2:29][CH3:30])=[C:10]([CH2:19][NH:20][C:21]([C:23]3([C:26](O)=[O:27])[CH2:25][CH2:24]3)=[O:22])[C:11]([NH:12][CH:13]3[CH2:18][CH2:17][O:16][CH2:15][CH2:14]3)=[C:6]2[CH:5]=[N:4]1)[CH3:2].[NH2:31][CH2:32][C:33]1[CH:34]=[C:35]([C:39]2[CH:44]=[CH:43][CH:42]=[C:41]([CH2:45][CH:46]3[CH2:51][CH2:50][N:49]([C:52]([O:54][C:55]([CH3:58])([CH3:57])[CH3:56])=[O:53])[CH2:48][CH2:47]3)[CH:40]=2)[CH:36]=[CH:37][CH:38]=1.CN(C(ON1N=NC2C=CC=CC1=2)=[N+](C)C)C.F[P-](F)(F)(F)(F)F.CCN(CC)CC, predict the reaction product. The product is: [CH2:1]([N:3]1[C:7]2=[N:8][C:9]([CH2:29][CH3:30])=[C:10]([CH2:19][NH:20][C:21]([C:23]3([C:26]([NH:31][CH2:32][C:33]4[CH:34]=[C:35]([C:39]5[CH:44]=[CH:43][CH:42]=[C:41]([CH2:45][CH:46]6[CH2:51][CH2:50][N:49]([C:52]([O:54][C:55]([CH3:58])([CH3:57])[CH3:56])=[O:53])[CH2:48][CH2:47]6)[CH:40]=5)[CH:36]=[CH:37][CH:38]=4)=[O:27])[CH2:25][CH2:24]3)=[O:22])[C:11]([NH:12][CH:13]3[CH2:18][CH2:17][O:16][CH2:15][CH2:14]3)=[C:6]2[CH:5]=[N:4]1)[CH3:2]. (4) Given the reactants C[O:2][C:3](=[O:29])[C:4]([CH3:28])([CH3:27])[CH2:5][CH2:6][CH2:7][CH:8]1[CH2:17][CH2:16][C:15]2[C:10](=[CH:11][C:12]([N:19]3[CH2:23][C:22](=[O:24])[NH:21][S:20]3(=[O:26])=[O:25])=[C:13]([OH:18])[CH:14]=2)[CH2:9]1.[OH-].[Na+], predict the reaction product. The product is: [OH:18][C:13]1[CH:14]=[C:15]2[C:10](=[CH:11][C:12]=1[N:19]1[CH2:23][C:22](=[O:24])[NH:21][S:20]1(=[O:26])=[O:25])[CH2:9][CH:8]([CH2:7][CH2:6][CH2:5][C:4]([CH3:28])([CH3:27])[C:3]([OH:29])=[O:2])[CH2:17][CH2:16]2. (5) The product is: [CH:38]([N:37]1[C:33]([C:27]2[N:28]=[C:29]3[C:30]4[CH:31]=[CH:32][C:19]([C:18]5[N:14]([CH:11]6[CH2:12][CH2:13][N:8]([CH3:6])[CH2:9][CH2:10]6)[N:15]=[CH:16][CH:17]=5)=[CH:20][C:21]=4[O:22][CH2:23][CH2:24][N:25]3[CH:26]=2)=[N:34][CH:35]=[N:36]1)([CH3:40])[CH3:39]. Given the reactants C(O[C:6]([N:8]1[CH2:13][CH2:12][CH:11]([N:14]2[C:18]([C:19]3[CH:20]=[C:21]4[C:30](=[CH:31][CH:32]=3)[C:29]3[N:25]([CH:26]=[C:27]([C:33]5[N:37]([CH:38]([CH3:40])[CH3:39])[N:36]=[CH:35][N:34]=5)[N:28]=3)[CH2:24][CH2:23][O:22]4)=[CH:17][CH:16]=[N:15]2)[CH2:10][CH2:9]1)=O)(C)(C)C.[H-].[H-].[H-].[H-].[Li+].[Al+3].O, predict the reaction product. (6) Given the reactants [F:1][C:2]1[CH:3]=[C:4]([OH:8])[CH:5]=[CH:6][CH:7]=1.Br[CH2:10][C@H:11]([CH3:14])[CH2:12][Cl:13], predict the reaction product. The product is: [Cl:13][CH2:12][C@@H:11]([CH3:14])[CH2:10][O:8][C:4]1[CH:5]=[CH:6][CH:7]=[C:2]([F:1])[CH:3]=1. (7) Given the reactants [CH3:1][C:2]1[C:10]2[CH2:9][O:8][C:7](=[O:11])[C:6]=2[CH:5]=[CH:4][C:3]=1[CH:12]([CH3:15])[CH:13]=O.[C:16]([N:23]1[CH2:28][CH2:27][NH:26][CH2:25][CH2:24]1)([O:18][C:19]([CH3:22])([CH3:21])[CH3:20])=[O:17].C(O[BH-](OC(=O)C)OC(=O)C)(=O)C.[Na+], predict the reaction product. The product is: [C:19]([O:18][C:16]([N:23]1[CH2:28][CH2:27][N:26]([CH2:13][CH:12]([C:3]2[CH:4]=[CH:5][C:6]3[C:7](=[O:11])[O:8][CH2:9][C:10]=3[C:2]=2[CH3:1])[CH3:15])[CH2:25][CH2:24]1)=[O:17])([CH3:22])([CH3:20])[CH3:21].